Dataset: Full USPTO retrosynthesis dataset with 1.9M reactions from patents (1976-2016). Task: Predict the reactants needed to synthesize the given product. (1) Given the product [NH2:29][C:18]1[CH:19]=[CH:20][C:21]([N:23]2[CH2:28][CH2:27][CH2:26][CH2:25][CH2:24]2)=[CH:22][C:17]=1[C:16]([NH:15][C:12]1[CH:11]=[N:10][C:9]([C:4]2[CH:5]=[CH:6][C:7]([CH3:8])=[C:2]([CH3:1])[CH:3]=2)=[CH:14][N:13]=1)=[O:32], predict the reactants needed to synthesize it. The reactants are: [CH3:1][C:2]1[CH:3]=[C:4]([C:9]2[N:10]=[CH:11][C:12]([NH:15][C:16](=[O:32])[C:17]3[CH:22]=[C:21]([N:23]4[CH2:28][CH2:27][CH2:26][CH2:25][CH2:24]4)[CH:20]=[CH:19][C:18]=3[N+:29]([O-])=O)=[N:13][CH:14]=2)[CH:5]=[CH:6][C:7]=1[CH3:8]. (2) Given the product [O:20]1[C:19]2[CH:21]=[CH:22][CH:23]=[CH:24][C:18]=2[CH:17]=[C:16]1[C:11]1[CH:12]=[CH:13][CH:14]=[CH:15][C:10]=1[C:8]1[CH:9]=[C:5]([C:3]([OH:4])=[O:2])[N:6]([CH3:25])[N:7]=1, predict the reactants needed to synthesize it. The reactants are: C[O:2][C:3]([C:5]1[N:6]([CH3:25])[N:7]=[C:8]([C:10]2[CH:15]=[CH:14][CH:13]=[CH:12][C:11]=2[C:16]2[O:20][C:19]3[CH:21]=[CH:22][CH:23]=[CH:24][C:18]=3[CH:17]=2)[CH:9]=1)=[O:4].[OH-].[Na+]. (3) Given the product [CH:19]([O:22][C:11](=[O:12])[NH:10][C:8](=[O:9])[CH:7]([C:1]1[CH:6]=[CH:5][CH:4]=[CH:3][CH:2]=1)[C:13]1[CH:18]=[CH:17][CH:16]=[CH:15][CH:14]=1)([CH3:21])[CH3:20], predict the reactants needed to synthesize it. The reactants are: [C:1]1([CH:7]([C:13]2[CH:18]=[CH:17][CH:16]=[CH:15][CH:14]=2)[C:8]([N:10]=[C:11]=[O:12])=[O:9])[CH:6]=[CH:5][CH:4]=[CH:3][CH:2]=1.[CH:19]([OH:22])([CH3:21])[CH3:20]. (4) Given the product [NH2:1][CH:2]([C@H:17]1[CH2:22][CH2:21][C@H:20]([NH:23][CH2:30][C:31]2[CH:32]=[CH:33][C:34]3[O:35][CH2:36][C:37](=[O:41])[NH:38][C:39]=3[N:40]=2)[CH2:19][CH2:18]1)[CH2:3][N:4]1[C:13]2[C:8](=[N:9][CH:10]=[C:11]([O:14][CH3:15])[CH:12]=2)[CH:7]=[CH:6][C:5]1=[O:16], predict the reactants needed to synthesize it. The reactants are: [NH2:1][CH:2]([C@H:17]1[CH2:22][CH2:21][C@H:20]([N:23]([CH2:30][C:31]2[CH:32]=[CH:33][C:34]3[O:35][CH2:36][C:37](=[O:41])[NH:38][C:39]=3[N:40]=2)C(=O)C(F)(F)F)[CH2:19][CH2:18]1)[CH2:3][N:4]1[C:13]2[C:8](=[N:9][CH:10]=[C:11]([O:14][CH3:15])[CH:12]=2)[CH:7]=[CH:6][C:5]1=[O:16]. (5) Given the product [C:8]([NH:7][C:5](=[O:6])[C:4]1[CH:12]=[C:13]([NH:15][C:21]([CH:16]2[CH2:20][CH2:19][CH2:18][CH2:17]2)=[O:22])[CH:14]=[C:2]([NH:1][C:29]([CH:28]2[CH2:35][CH2:34][CH2:26][CH2:27]2)=[O:30])[CH:3]=1)([CH3:11])([CH3:10])[CH3:9], predict the reactants needed to synthesize it. The reactants are: [NH2:1][C:2]1[CH:3]=[C:4]([CH:12]=[C:13]([NH2:15])[CH:14]=1)[C:5]([NH:7][C:8]([CH3:11])([CH3:10])[CH3:9])=[O:6].[CH:16]1([C:21](Cl)=[O:22])[CH2:20][CH2:19][CH2:18][CH2:17]1.CN1[C:29](=[O:30])[CH2:28][CH2:27][CH2:26]1.[Li+].[Cl-].N1C=CC=[CH:35][CH:34]=1. (6) Given the product [N:1]1([C:10]2[C@:26]3([CH3:27])[CH:13]([CH:14]4[CH:23]([CH2:24][CH2:25]3)[C@:22]3([CH3:28])[C@@H:17]([CH2:18][C:19](=[O:29])[CH2:20][CH2:21]3)[CH2:16][CH2:15]4)[CH2:12][CH:11]=2)[C:5]2[CH:6]=[CH:7][CH:8]=[CH:9][C:4]=2[N:3]=[CH:2]1, predict the reactants needed to synthesize it. The reactants are: [N:1]1([C:10]2[C@:26]3([CH3:27])[CH:13]([CH:14]4[CH:23]([CH2:24][CH2:25]3)[C@:22]3([CH3:28])[C@@H:17]([CH2:18][C@H:19]([OH:29])[CH2:20][CH2:21]3)[CH2:16][CH2:15]4)[CH2:12][CH:11]=2)[C:5]2[CH:6]=[CH:7][CH:8]=[CH:9][C:4]=2[N:3]=[CH:2]1.C[N+]1([O-])CCOCC1. (7) Given the product [C:21]([C:12]1[C:13]2[C:18](=[O:19])[NH:17][N:16]=[CH:15][C:14]=2[N:10]([CH2:9][O:8][CH2:1][C:2]2[CH:7]=[CH:6][CH:5]=[CH:4][CH:3]=2)[CH:11]=1)(=[O:25])[CH3:22], predict the reactants needed to synthesize it. The reactants are: [CH2:1]([O:8][CH2:9][N:10]1[C:14]2[CH:15]=[N:16][NH:17][C:18](=[O:19])[C:13]=2[C:12](I)=[CH:11]1)[C:2]1[CH:7]=[CH:6][CH:5]=[CH:4][CH:3]=1.[CH2:21]([O:25]C=C)[CH2:22]CC. (8) Given the product [Cl:1][C:2]1[CH:7]=[CH:6][C:5]([CH:8]([C:24]2[CH:25]=[CH:26][C:27]([S:30]([CH3:33])(=[O:32])=[O:31])=[CH:28][CH:29]=2)[CH2:9]/[C:10](/[C:12]2[CH:13]=[CH:14][C:15](=[O:23])[N:16]([CH2:18][CH2:19][C:20]([NH2:22])=[O:21])[CH:17]=2)=[N:36]\[OH:37])=[C:4]([CH3:34])[CH:3]=1, predict the reactants needed to synthesize it. The reactants are: [Cl:1][C:2]1[CH:7]=[CH:6][C:5]([CH:8]([C:24]2[CH:29]=[CH:28][C:27]([S:30]([CH3:33])(=[O:32])=[O:31])=[CH:26][CH:25]=2)[CH2:9][C:10]([C:12]2[CH:13]=[CH:14][C:15](=[O:23])[N:16]([CH2:18][CH2:19][C:20]([NH2:22])=[O:21])[CH:17]=2)=O)=[C:4]([CH3:34])[CH:3]=1.Cl.[NH2:36][OH:37].C(=O)([O-])O.[Na+]. (9) Given the product [Br:1][C:2]1[CH:7]=[C:6]([O:8][C:9]2[CH:14]=[CH:13][CH:12]=[CH:11][CH:10]=2)[CH:5]=[CH:4][C:3]=1[CH2:15][CH2:16][O:17][CH2:28][O:29][CH3:30], predict the reactants needed to synthesize it. The reactants are: [Br:1][C:2]1[CH:7]=[C:6]([O:8][C:9]2[CH:14]=[CH:13][CH:12]=[CH:11][CH:10]=2)[CH:5]=[CH:4][C:3]=1[CH2:15][CH2:16][OH:17].C(N(C(C)C)CC)(C)C.Cl[CH2:28][O:29][CH3:30]. (10) Given the product [C:30]([NH:29][C:26]1[CH:27]=[CH:28][C:23]([O:22][C:13]2[C:12]3[C:17](=[CH:18][C:9]([OH:8])=[C:10]([O:38][CH3:39])[CH:11]=3)[N:16]=[CH:15][C:14]=2[CH:19]2[CH2:21][CH2:20]2)=[CH:24][CH:25]=1)(=[O:37])[C:31]1[CH:32]=[CH:33][CH:34]=[CH:35][CH:36]=1, predict the reactants needed to synthesize it. The reactants are: C([O:8][C:9]1[CH:18]=[C:17]2[C:12]([C:13]([O:22][C:23]3[CH:28]=[CH:27][C:26]([NH:29][C:30](=[O:37])[C:31]4[CH:36]=[CH:35][CH:34]=[CH:33][CH:32]=4)=[CH:25][CH:24]=3)=[C:14]([CH:19]3[CH2:21][CH2:20]3)[CH:15]=[N:16]2)=[CH:11][C:10]=1[O:38][CH3:39])C1C=CC=CC=1.